Dataset: Full USPTO retrosynthesis dataset with 1.9M reactions from patents (1976-2016). Task: Predict the reactants needed to synthesize the given product. (1) Given the product [Cl:10][C:7]1[CH:6]=[C:5]([C:11]2([C:28]([F:30])([F:29])[F:31])[CH2:15][C:14]([C:16]3[CH:17]=[C:18]4[C:22](=[CH:23][CH:24]=3)[C:21]3([CH2:25][N:26]([C:41](=[O:45])[CH:42]([CH3:44])[CH3:43])[CH2:27]3)[O:20][CH2:19]4)=[N:13][CH2:12]2)[CH:4]=[C:3]([Cl:2])[C:8]=1[F:9], predict the reactants needed to synthesize it. The reactants are: Cl.[Cl:2][C:3]1[CH:4]=[C:5]([C:11]2([C:28]([F:31])([F:30])[F:29])[CH2:15][C:14]([C:16]3[CH:17]=[C:18]4[C:22](=[CH:23][CH:24]=3)[C:21]3([CH2:27][NH:26][CH2:25]3)[O:20][CH2:19]4)=[N:13][CH2:12]2)[CH:6]=[C:7]([Cl:10])[C:8]=1[F:9].CCN(C(C)C)C(C)C.[C:41](O)(=[O:45])[CH:42]([CH3:44])[CH3:43].C(P1(=O)OP(CCC)(=O)OP(CCC)(=O)O1)CC. (2) Given the product [CH2:17]([O:19][C:20]1[CH:21]=[C:22]([CH:23]2[C:8]([C:9]3[CH:14]=[CH:13][C:12]([CH3:15])=[CH:11][CH:10]=3)=[C:7]([C:1]3[CH:6]=[CH:5][CH:4]=[CH:3][CH:2]=3)[NH:35][C:33](=[O:34])[NH:32]2)[CH:25]=[C:26]([N+:29]([O-:31])=[O:30])[C:27]=1[OH:28])[CH3:18], predict the reactants needed to synthesize it. The reactants are: [C:1]1([C:7](=O)[CH2:8][C:9]2[CH:14]=[CH:13][C:12]([CH3:15])=[CH:11][CH:10]=2)[CH:6]=[CH:5][CH:4]=[CH:3][CH:2]=1.[CH2:17]([O:19][C:20]1[CH:21]=[C:22]([CH:25]=[C:26]([N+:29]([O-:31])=[O:30])[C:27]=1[OH:28])[CH:23]=O)[CH3:18].[NH2:32][C:33]([NH2:35])=[O:34].Cl. (3) Given the product [CH3:18][O:19][N:20]([CH3:21])[C:8]1[N:7]=[C:6]([NH:5][CH2:1][CH2:2][C:3]#[CH:4])[N:11]=[C:10]([NH:12][CH2:13][CH2:14][CH3:15])[N:9]=1, predict the reactants needed to synthesize it. The reactants are: [CH2:1]([NH:5][C:6]1[N:11]=[C:10]([NH:12][CH2:13][CH2:14][CH3:15])[N:9]=[C:8](Cl)[N:7]=1)[CH2:2][C:3]#[CH:4].Cl.[CH3:18][O:19][NH:20][CH3:21].CON(C)C1N=C(NC(C)C#C)N=C(NCCC)N=1. (4) Given the product [CH3:21][C@@:15]12[C@@H:19]([OH:20])[CH2:18][CH2:17][C@H:16]1[C@@H:11]1[CH2:10][CH2:9][C:8]3[C@@:2]([CH3:1])([C@H:12]1[CH2:13][CH2:14]2)[CH2:3][CH2:4][C:5](=[O:6])[CH:7]=3, predict the reactants needed to synthesize it. The reactants are: [CH3:1][C@@:2]12[C@H:12]3[CH2:13][CH2:14][C@:15]4([CH3:21])[C@@H:19]([OH:20])[CH2:18][CH2:17][C@H:16]4[C@@H:11]3[CH2:10][CH2:9][C@H:8]1[CH2:7][C:5](=[O:6])[CH2:4][CH2:3]2.CCCCCCCCCCC(O[C@@H]1[C@@]2(C)CC[C@@H]3[C@]4(C)C(=CC(CC4)=O)CC[C@H]3[C@@H]2CC1)=O. (5) Given the product [CH3:1][O:2][C:3]([C:5]1[N:6]([C:10]([C:21]([OH:23])=[O:22])([CH3:20])[CH2:11][C:12]2[CH:17]=[CH:16][C:15]([F:18])=[C:14]([Cl:19])[CH:13]=2)[CH:7]=[CH:8][CH:9]=1)=[O:4], predict the reactants needed to synthesize it. The reactants are: [CH3:1][O:2][C:3]([C:5]1[N:6]([C:10]([C:21]([O:23]C(C)(C)C)=[O:22])([CH3:20])[CH2:11][C:12]2[CH:17]=[CH:16][C:15]([F:18])=[C:14]([Cl:19])[CH:13]=2)[CH:7]=[CH:8][CH:9]=1)=[O:4].FC(F)(F)C(O)=O. (6) Given the product [N+:1]([C:4]1[CH:5]=[C:6]([CH2:10][C:11]2[C:19]3[C:14](=[CH:15][CH:16]=[CH:17][CH:18]=3)[N:13]([CH2:20][C:21]([OH:23])=[O:22])[CH:12]=2)[CH:7]=[CH:8][CH:9]=1)([O-:3])=[O:2], predict the reactants needed to synthesize it. The reactants are: [N+:1]([C:4]1[CH:5]=[C:6]([CH2:10][C:11]2[C:19]3[C:14](=[CH:15][CH:16]=[CH:17][CH:18]=3)[N:13]([CH2:20][C:21]([O:23]CC)=[O:22])[CH:12]=2)[CH:7]=[CH:8][CH:9]=1)([O-:3])=[O:2].[OH-].[Na+].Cl.